From a dataset of Reaction yield outcomes from USPTO patents with 853,638 reactions. Predict the reaction yield, written as a fraction of the theoretical maximum amount of product (1.0 means a 100% yield; for example, 0.34 means a 34% yield). The reactants are Br[C:2]1[CH:3]=[CH:4][C:5]([CH2:8][OH:9])=[N:6][CH:7]=1.[F:10][C:11]1[CH:12]=[C:13](B(O)O)[CH:14]=[CH:15][C:16]=1[O:17][C:18]([F:21])([F:20])[F:19].C([O-])([O-])=O.[Na+].[Na+]. The catalyst is C1(C)C=CC=CC=1.CCO.C1C=CC(P(C2C=CC=CC=2)[C-]2C=CC=C2)=CC=1.C1C=CC(P(C2C=CC=CC=2)[C-]2C=CC=C2)=CC=1.Cl[Pd]Cl.[Fe+2]. The product is [F:10][C:11]1[CH:12]=[C:13]([C:2]2[CH:3]=[CH:4][C:5]([CH2:8][OH:9])=[N:6][CH:7]=2)[CH:14]=[CH:15][C:16]=1[O:17][C:18]([F:19])([F:20])[F:21]. The yield is 0.600.